This data is from Forward reaction prediction with 1.9M reactions from USPTO patents (1976-2016). The task is: Predict the product of the given reaction. (1) Given the reactants [C:1]([C:5]1[N:10]=[C:9]([N:11]2[CH2:16][CH2:15][N:14]([CH2:17][CH2:18][CH2:19][CH2:20][NH2:21])[CH2:13][CH2:12]2)[CH:8]=[C:7]([C:22]([F:25])([F:24])[F:23])[N:6]=1)([CH3:4])([CH3:3])[CH3:2].C1N=CN([C:31](N2C=NC=C2)=[O:32])C=1.[Cl:38][C:39]1[CH:44]=[CH:43][C:42]([CH:45]([C:52]2[CH:57]=[CH:56][CH:55]=[CH:54][CH:53]=2)[N:46]2[CH2:51][CH2:50][NH:49][CH2:48][CH2:47]2)=[CH:41][CH:40]=1, predict the reaction product. The product is: [C:1]([C:5]1[N:10]=[C:9]([N:11]2[CH2:16][CH2:15][N:14]([CH2:17][CH2:18][CH2:19][CH2:20][NH:21][C:31]([N:49]3[CH2:48][CH2:47][N:46]([CH:45]([C:42]4[CH:41]=[CH:40][C:39]([Cl:38])=[CH:44][CH:43]=4)[C:52]4[CH:53]=[CH:54][CH:55]=[CH:56][CH:57]=4)[CH2:51][CH2:50]3)=[O:32])[CH2:13][CH2:12]2)[CH:8]=[C:7]([C:22]([F:24])([F:25])[F:23])[N:6]=1)([CH3:4])([CH3:2])[CH3:3]. (2) Given the reactants [NH:1]1[C:9]2[CH:8]=[CH:7][CH:6]=[C:5]([CH:10]=[O:11])[C:4]=2[CH:3]=[CH:2]1.[H-].[Na+].Br[CH:15]([C:20]1[CH:25]=[CH:24][C:23]([Cl:26])=[CH:22][CH:21]=1)[C:16]([O:18][CH3:19])=[O:17], predict the reaction product. The product is: [Cl:26][C:23]1[CH:22]=[CH:21][C:20]([CH:15]([N:1]2[C:9]3[C:4](=[C:5]([CH:10]=[O:11])[CH:6]=[CH:7][CH:8]=3)[CH:3]=[CH:2]2)[C:16]([O:18][CH3:19])=[O:17])=[CH:25][CH:24]=1. (3) The product is: [CH2:1]([O:5][C:6]1[CH:16]=[CH:15][C:9]([C:10]([OH:12])=[O:11])=[CH:8][CH:7]=1)[CH2:2][CH3:3]. Given the reactants [CH2:1](Br)[CH2:2][CH3:3].[OH:5][C:6]1[CH:16]=[CH:15][C:9]([C:10]([O:12]CC)=[O:11])=[CH:8][CH:7]=1.C(=O)([O-])[O-].[K+].[K+].C(OC1C=C(C=CC=1)C(O)=O)CC, predict the reaction product. (4) Given the reactants [F:1][C:2]1[CH:9]=[C:8]([F:10])[CH:7]=[CH:6][C:3]=1[CH2:4]Br.[H-].[Na+].[F:13][C:14]([F:23])([F:22])[CH2:15][CH2:16][CH:17]([C:20]#[N:21])[C:18]#[N:19], predict the reaction product. The product is: [F:1][C:2]1[CH:9]=[C:8]([F:10])[CH:7]=[CH:6][C:3]=1[CH2:4][C:17]([CH2:16][CH2:15][C:14]([F:13])([F:22])[F:23])([C:18]#[N:19])[C:20]#[N:21]. (5) Given the reactants O([C:3](=[CH2:34])[CH2:4][CH2:5][CH2:6][CH2:7][O:8][C:9]1[C:10]([O:32][CH3:33])=[CH:11][C:12]2[C:18](=[O:19])[N:17]3[CH2:20][CH2:21][CH2:22][CH:16]3[C@H:15]([OH:23])[N:14]([C:24]([O:26][C:27]([CH3:30])([CH3:29])[CH3:28])=[O:25])[C:13]=2[CH:31]=1)O.[Cl:35][CH2:36][C@H:37]1[C:45]2[C:44]3[CH:46]=[CH:47][CH:48]=[CH:49][C:43]=3[C:42]([O:50][CH2:51][C:52]3[CH:57]=[CH:56][C:55]([N+:58]([O-:60])=[O:59])=[CH:54][CH:53]=3)=[CH:41][C:40]=2[NH:39][CH2:38]1.CCN=C=NCCCN(C)C.Cl.CC1C=CC(S(O)(=O)=[O:81])=CC=1, predict the reaction product. The product is: [C:24]([N:14]1[C:13]2[CH:31]=[C:9]([O:8][CH2:7][CH2:6][CH2:5][CH2:4][CH2:3][C:34]([N:39]3[C:40]4[CH:41]=[C:42]([O:50][CH2:51][C:52]5[CH:57]=[CH:56][C:55]([N+:58]([O-:60])=[O:59])=[CH:54][CH:53]=5)[C:43]5[CH:49]=[CH:48][CH:47]=[CH:46][C:44]=5[C:45]=4[C@H:37]([CH2:36][Cl:35])[CH2:38]3)=[O:81])[C:10]([O:32][CH3:33])=[CH:11][C:12]=2[C:18](=[O:19])[N:17]2[CH2:20][CH2:21][CH2:22][CH:16]2[C@@H:15]1[OH:23])([O:26][C:27]([CH3:28])([CH3:29])[CH3:30])=[O:25].